Predict the reaction yield, written as a fraction of the theoretical maximum amount of product (1.0 means a 100% yield; for example, 0.34 means a 34% yield). From a dataset of Reaction yield outcomes from USPTO patents with 853,638 reactions. (1) The reactants are FC(F)(F)S(O[C:7]1[CH:12]=[CH:11][C:10]([N:13]2[CH:18]=[C:17]([O:19][CH3:20])[C:16](=[O:21])[C:15]([C:22]3[N:26]([C:27]4[CH:32]=[CH:31][CH:30]=[CH:29][CH:28]=4)[N:25]=[CH:24][CH:23]=3)=[N:14]2)=[C:9]([F:33])[CH:8]=1)(=O)=O.[CH:36]1(B(O)O)[CH2:38][CH2:37]1.[O-]P([O-])([O-])=O.[K+].[K+].[K+].C1(P(C2CCCCC2)C2CCCCC2)CCCCC1. The catalyst is C1(C)C=CC=CC=1.O.C([O-])(O)=O.[Na+].CC([O-])=O.CC([O-])=O.[Pd+2]. The product is [CH:36]1([C:7]2[CH:12]=[CH:11][C:10]([N:13]3[CH:18]=[C:17]([O:19][CH3:20])[C:16](=[O:21])[C:15]([C:22]4[N:26]([C:27]5[CH:32]=[CH:31][CH:30]=[CH:29][CH:28]=5)[N:25]=[CH:24][CH:23]=4)=[N:14]3)=[C:9]([F:33])[CH:8]=2)[CH2:38][CH2:37]1. The yield is 0.640. (2) The reactants are [C:1]([O:5][CH:6]([C:12]1[C:21]([CH3:22])=[C:20]([CH3:23])[C:19]2[C:14](=[CH:15][CH:16]=[CH:17][CH:18]=2)[C:13]=1[C:24]1[CH:29]=[CH:28][C:27]([Cl:30])=[CH:26][CH:25]=1)[C:7]([O:9]CC)=[O:8])([CH3:4])([CH3:3])[CH3:2].O. The catalyst is C1COCC1.CCO. The product is [C:1]([O:5][CH:6]([C:12]1[C:21]([CH3:22])=[C:20]([CH3:23])[C:19]2[C:14](=[CH:15][CH:16]=[CH:17][CH:18]=2)[C:13]=1[C:24]1[CH:29]=[CH:28][C:27]([Cl:30])=[CH:26][CH:25]=1)[C:7]([OH:9])=[O:8])([CH3:4])([CH3:2])[CH3:3]. The yield is 0.400. (3) The reactants are [Br:1][C:2]1[S:6][C:5]([CH:7](O)[CH3:8])=[C:4]([C:10]([O:12][CH2:13][CH3:14])=[O:11])[CH:3]=1.C([SiH](CC)CC)C. The catalyst is FC(F)(F)C(O)=O. The product is [Br:1][C:2]1[S:6][C:5]([CH2:7][CH3:8])=[C:4]([C:10]([O:12][CH2:13][CH3:14])=[O:11])[CH:3]=1. The yield is 0.940. (4) The reactants are Cl.Cl.[Cl:3][C:4]1[CH:9]=[CH:8][C:7]([NH:10][C:11]([C:13]2[CH:28]=[CH:27][C:16]([CH2:17][NH:18][C:19]([CH:21]3[O:26][CH2:25][CH2:24][NH:23][CH2:22]3)=[O:20])=[C:15]([F:29])[C:14]=2[F:30])=[O:12])=[C:6]([N:31]2[CH2:36][CH2:35][N:34]([CH2:37][CH2:38][C:39]([F:42])([F:41])[F:40])[CH2:33][CH2:32]2)[CH:5]=1.IC.[CH3:45]CN(C(C)C)C(C)C. The catalyst is CN(C=O)C. The product is [Cl:3][C:4]1[CH:9]=[CH:8][C:7]([NH:10][C:11]([C:13]2[CH:28]=[CH:27][C:16]([CH2:17][NH:18][C:19]([C@H:21]3[O:26][CH2:25][CH2:24][N:23]([CH3:45])[CH2:22]3)=[O:20])=[C:15]([F:29])[C:14]=2[F:30])=[O:12])=[C:6]([N:31]2[CH2:36][CH2:35][N:34]([CH2:37][CH2:38][C:39]([F:41])([F:40])[F:42])[CH2:33][CH2:32]2)[CH:5]=1. The yield is 0.150. (5) The reactants are [F:1][C:2]1[CH:7]=[CH:6][CH:5]=[C:4]([F:8])[C:3]=1[N:9]1[C:14]2[N:15]=[C:16]([NH:27][CH2:28][CH2:29][C:30]#[N:31])[N:17]=[C:18]([C:19]3[CH:24]=[CH:23][C:22]([F:25])=[CH:21][C:20]=3[CH3:26])[C:13]=2[CH:12]=[CH:11][C:10]1=[O:32].Cl.C(N(CC)CC)C.[N-:41]=[N+:42]=[N-:43].[Na+]. The catalyst is C1(C)C=CC=CC=1. The product is [F:1][C:2]1[CH:7]=[CH:6][CH:5]=[C:4]([F:8])[C:3]=1[N:9]1[C:14]2[N:15]=[C:16]([NH:27][CH2:28][CH2:29][C:30]3[NH:43][N:42]=[N:41][N:31]=3)[N:17]=[C:18]([C:19]3[CH:24]=[CH:23][C:22]([F:25])=[CH:21][C:20]=3[CH3:26])[C:13]=2[CH:12]=[CH:11][C:10]1=[O:32]. The yield is 0.450. (6) The reactants are [CH3:1][S:2]([CH3:5])(=[O:4])=[O:3].[Li]CCCC.CN(P(N(C)C)(N(C)C)=O)C.[Br:22][C:23]1[CH:28]=[CH:27][C:26]([NH:29][C:30]2[C:31]([CH:40]=[O:41])=[CH:32][C:33]3[NH:37][CH:36]=[N:35][C:34]=3[C:38]=2[F:39])=[C:25]([Cl:42])[CH:24]=1. The catalyst is C1COCC1. The product is [Br:22][C:23]1[CH:28]=[CH:27][C:26]([NH:29][C:30]2[C:31]([CH:40]([OH:41])[CH2:1][S:2]([CH3:5])(=[O:4])=[O:3])=[CH:32][C:33]3[NH:37][CH:36]=[N:35][C:34]=3[C:38]=2[F:39])=[C:25]([Cl:42])[CH:24]=1. The yield is 0.960.